Dataset: Catalyst prediction with 721,799 reactions and 888 catalyst types from USPTO. Task: Predict which catalyst facilitates the given reaction. Product: [Cl:1][C:2]1[CH:3]=[C:4]([C:12]2[O:16][N:15]=[C:14]([C:17]3[CH:25]=[CH:24][C:23]([CH2:26][CH2:27][CH2:28][C:29]([OH:31])=[O:30])=[C:22]4[C:18]=3[CH:19]=[CH:20][NH:21]4)[N:13]=2)[CH:5]=[N:6][C:7]=1[O:8][CH:9]([CH3:10])[CH3:11]. The catalyst class is: 353. Reactant: [Cl:1][C:2]1[CH:3]=[C:4]([C:12]2[O:16][N:15]=[C:14]([C:17]3[CH:25]=[CH:24][C:23]([CH2:26][CH2:27][CH2:28][C:29]([O:31]CC)=[O:30])=[C:22]4[C:18]=3[CH:19]=[CH:20][NH:21]4)[N:13]=2)[CH:5]=[N:6][C:7]=1[O:8][CH:9]([CH3:11])[CH3:10].[OH-].[Na+].Cl.